Dataset: Reaction yield outcomes from USPTO patents with 853,638 reactions. Task: Predict the reaction yield, written as a fraction of the theoretical maximum amount of product (1.0 means a 100% yield; for example, 0.34 means a 34% yield). (1) The reactants are [CH3:1][C:2]([CH3:20])([CH3:19])[C:3]([NH:5][C@@H:6]1[CH2:15][C:14]2[CH:13]=[C:12]([C:16]([OH:18])=O)[CH:11]=[CH:10][C:9]=2[CH2:8][CH2:7]1)=[O:4].C(N(CC)C(C)C)(C)C.F[P-](F)(F)(F)(F)F.FC(N(C)C)=[N+](C)C.[O:45]1[CH2:50][CH2:49][CH2:48][CH2:47][CH:46]1[O:51][NH2:52]. The catalyst is O.CN(C=O)C. The product is [CH3:19][C:2]([CH3:1])([CH3:20])[C:3]([NH:5][C@@H:6]1[CH2:15][C:14]2[CH:13]=[C:12]([C:16]([NH:52][O:51][CH:46]3[CH2:47][CH2:48][CH2:49][CH2:50][O:45]3)=[O:18])[CH:11]=[CH:10][C:9]=2[CH2:8][CH2:7]1)=[O:4]. The yield is 0.940. (2) The reactants are [F:1][C:2]1[CH:3]=[C:4](/[CH:11]=[CH:12]/[C:13]([O:15][CH3:16])=[O:14])[CH:5]=[C:6]([F:10])[C:7]=1[CH:8]=O.[NH:17]1[C:25]2[C:20](=[CH:21][CH:22]=[CH:23][CH:24]=2)[C:19]([CH2:26][C@H:27]([NH:29][CH2:30][C:31]([F:35])([CH3:34])[CH2:32][OH:33])[CH3:28])=[CH:18]1.C(O)(=O)C. The catalyst is C1(C)C=CC=CC=1. The product is [F:1][C:2]1[CH:3]=[C:4](/[CH:11]=[CH:12]/[C:13]([O:15][CH3:16])=[O:14])[CH:5]=[C:6]([F:10])[C:7]=1[C@@H:8]1[C:18]2[NH:17][C:25]3[C:20]([C:19]=2[CH2:26][C@@H:27]([CH3:28])[N:29]1[CH2:30][C:31]([F:35])([CH3:34])[CH2:32][OH:33])=[CH:21][CH:22]=[CH:23][CH:24]=3. The yield is 0.103. (3) The reactants are [Cl:1][C:2]1[CH:11]=[C:10]2[C:5]([CH2:6][CH2:7][CH2:8][C:9]2=O)=[CH:4][CH:3]=1.N1C=CC=CC=1.Cl.[CH3:20][O:21][NH2:22]. The catalyst is CO. The product is [CH3:20][O:21][N:22]=[C:9]1[C:10]2[C:5](=[CH:4][CH:3]=[C:2]([Cl:1])[CH:11]=2)[CH2:6][CH2:7][CH2:8]1. The yield is 1.00. (4) The reactants are Br[C:2]1[CH:3]=[C:4]([C:9]2[N:13]3[CH:14]=[CH:15][C:16]([C:18]([F:21])([F:20])[F:19])=[N:17][C:12]3=[N:11][CH:10]=2)[CH:5]=[CH:6][C:7]=1[F:8].CC1(C)COB([C:29]2[CH:30]=[N:31][CH:32]=[C:33]([CH3:35])[CH:34]=2)OC1.C(=O)([O-])[O-].[Cs+].[Cs+]. The catalyst is O1CCOCC1.O.C1C=CC([P]([Pd]([P](C2C=CC=CC=2)(C2C=CC=CC=2)C2C=CC=CC=2)([P](C2C=CC=CC=2)(C2C=CC=CC=2)C2C=CC=CC=2)[P](C2C=CC=CC=2)(C2C=CC=CC=2)C2C=CC=CC=2)(C2C=CC=CC=2)C2C=CC=CC=2)=CC=1. The product is [F:8][C:7]1[CH:6]=[CH:5][C:4]([C:9]2[N:13]3[CH:14]=[CH:15][C:16]([C:18]([F:21])([F:20])[F:19])=[N:17][C:12]3=[N:11][CH:10]=2)=[CH:3][C:2]=1[C:29]1[CH:30]=[N:31][CH:32]=[C:33]([CH3:35])[CH:34]=1. The yield is 0.350. (5) The yield is 0.970. The product is [CH3:15][O:14][C:12]([C:10]1[S:11][C:7]([CH2:6][CH:5]=[S:4])=[CH:8][CH:9]=1)=[O:13]. The reactants are C([S:4][CH2:5][CH2:6][C:7]1[S:11][C:10]([C:12]([O:14][CH3:15])=[O:13])=[CH:9][CH:8]=1)(=O)C. The catalyst is Cl.O. (6) The catalyst is CO. The reactants are C([O:3][C:4](=[O:32])[CH2:5][CH2:6][C:7]1[CH:12]=[CH:11][CH:10]=[C:9]([N:13]2[C:17]([NH:18][C:19](=[O:27])[C:20]3[CH:25]=[CH:24][C:23]([Cl:26])=[CH:22][CH:21]=3)=[CH:16][C:15]([C:28]([CH3:31])([CH3:30])[CH3:29])=[N:14]2)[CH:8]=1)C.[Li+].[OH-]. The yield is 0.870. The product is [C:28]([C:15]1[CH:16]=[C:17]([NH:18][C:19](=[O:27])[C:20]2[CH:21]=[CH:22][C:23]([Cl:26])=[CH:24][CH:25]=2)[N:13]([C:9]2[CH:8]=[C:7]([CH2:6][CH2:5][C:4]([OH:32])=[O:3])[CH:12]=[CH:11][CH:10]=2)[N:14]=1)([CH3:31])([CH3:29])[CH3:30].